The task is: Predict the reaction yield, written as a fraction of the theoretical maximum amount of product (1.0 means a 100% yield; for example, 0.34 means a 34% yield).. This data is from Reaction yield outcomes from USPTO patents with 853,638 reactions. (1) The yield is 0.940. No catalyst specified. The product is [Cl:21][CH2:12][C:5]1[CH:4]=[C:3]([O:2][CH3:1])[C:8]2[O:9][CH2:10][O:11][C:7]=2[CH:6]=1. The reactants are [CH3:1][O:2][C:3]1[C:8]2[O:9][CH2:10][O:11][C:7]=2[CH:6]=[C:5]([CH2:12]O)[CH:4]=1.C([O-])(O)=O.[Na+].O=S(Cl)[Cl:21]. (2) The reactants are Cl.[NH2:2][CH2:3][C:4]1[CH:5]=[C:6]2[C:10](=[CH:11][CH:12]=1)[C:9](=[O:13])[N:8]([CH:14]1[CH2:19][CH2:18][C:17](=[O:20])[NH:16][C:15]1=[O:21])[CH2:7]2.[F:22][C:23]1[CH:28]=[C:27]([F:29])[CH:26]=[CH:25][C:24]=1[C:30]([F:35])([F:34])[C:31](O)=[O:32].C(N(C(C)C)CC)(C)C.F[P-](F)(F)(F)(F)F.CN(C(N(C)C)=[N+]1C2C(=NC=CC=2)[N+]([O-])=N1)C. The catalyst is CN(C)C=O.O. The product is [F:22][C:23]1[CH:28]=[C:27]([F:29])[CH:26]=[CH:25][C:24]=1[C:30]([F:35])([F:34])[C:31]([NH:2][CH2:3][C:4]1[CH:5]=[C:6]2[C:10](=[CH:11][CH:12]=1)[C:9](=[O:13])[N:8]([CH:14]1[CH2:19][CH2:18][C:17](=[O:20])[NH:16][C:15]1=[O:21])[CH2:7]2)=[O:32]. The yield is 0.130.